Dataset: Reaction yield outcomes from USPTO patents with 853,638 reactions. Task: Predict the reaction yield, written as a fraction of the theoretical maximum amount of product (1.0 means a 100% yield; for example, 0.34 means a 34% yield). (1) The reactants are [NH2:1][C:2]1[N:7]=[CH:6][N:5]=[C:4]2[N:8]([CH2:12][C@H:13]3[CH2:17][CH2:16][CH2:15][N:14]3[C:18]([O:20][C:21]([CH3:24])([CH3:23])[CH3:22])=[O:19])[N:9]=[C:10](I)[C:3]=12.[F:25][C:26]1[CH:31]=[C:30]([O:32][C:33]2[CH:38]=[CH:37][CH:36]=[CH:35][CH:34]=2)[CH:29]=[CH:28][C:27]=1B(O)O.O1CCOCC1.C(=O)([O-])[O-].[Na+].[Na+]. The catalyst is [Pd].C1(P(C2C=CC=CC=2)C2C=CC=CC=2)C=CC=CC=1.C1(P(C2C=CC=CC=2)C2C=CC=CC=2)C=CC=CC=1.C1(P(C2C=CC=CC=2)C2C=CC=CC=2)C=CC=CC=1.C1(P(C2C=CC=CC=2)C2C=CC=CC=2)C=CC=CC=1.O. The product is [NH2:1][C:2]1[N:7]=[CH:6][N:5]=[C:4]2[N:8]([CH2:12][C@H:13]3[CH2:17][CH2:16][CH2:15][N:14]3[C:18]([O:20][C:21]([CH3:24])([CH3:23])[CH3:22])=[O:19])[N:9]=[C:10]([C:27]3[CH:28]=[CH:29][C:30]([O:32][C:33]4[CH:38]=[CH:37][CH:36]=[CH:35][CH:34]=4)=[CH:31][C:26]=3[F:25])[C:3]=12. The yield is 0.800. (2) The product is [CH2:10]([N:31]([CH2:32][CH2:33][CH2:34][CH3:35])[C:16]1[CH:17]=[CH:18][C:19]([CH2:22][CH2:23][C:24]2[CH:25]=[CH:26][C:27]([NH:30][C:2]3[CH:10]=[CH:9][CH:8]=[CH:7][C:3]=3[C:4]([OH:6])=[O:5])=[CH:28][CH:29]=2)=[CH:20][CH:21]=1)[CH2:2][CH2:3][CH3:4]. The yield is 0.0860. The reactants are Cl[C:2]1[CH:10]=[CH:9][CH:8]=[CH:7][C:3]=1[C:4]([OH:6])=[O:5].C(N[C:16]1([NH:31][CH2:32][CH2:33][CH2:34][CH3:35])[CH:21]=[CH:20][C:19]([CH2:22][CH2:23][C:24]2[CH:29]=[CH:28][C:27]([NH2:30])=[CH:26][CH:25]=2)=[CH:18][CH2:17]1)CCC.C(=O)([O-])[O-].[K+].[K+]. The catalyst is CN(C=O)C.[Cu].[Cu]Cl. (3) The reactants are [OH:1][CH:2]1[CH:7]([NH:8][C:9](=[O:15])[O:10][C:11]([CH3:14])([CH3:13])[CH3:12])[CH:6]=[C:5]([C:16]2[CH:21]=[CH:20][N:19]=[CH:18][C:17]=2[N+:22]([O-:24])=[O:23])[CH2:4][CH:3]1[CH3:25].[CH3:26][C:27](OC(C)=O)=[O:28]. The catalyst is N1C=CC=CC=1. The product is [C:27]([O:1][CH:2]1[CH:3]([CH3:25])[CH2:4][C:5]([C:16]2[CH:21]=[CH:20][N:19]=[CH:18][C:17]=2[N+:22]([O-:24])=[O:23])=[CH:6][CH:7]1[NH:8][C:9]([O:10][C:11]([CH3:12])([CH3:13])[CH3:14])=[O:15])(=[O:28])[CH3:26]. The yield is 0.940. (4) The reactants are C1CCC(N=C=NC2CCCCC2)CC1.C1C=CC2N(O)N=NC=2C=1.Cl.[F:27][C:28]1[CH:33]=[CH:32][C:31]([N:34]([CH:36]([C:40]2[CH:45]=[CH:44][CH:43]=[CH:42][CH:41]=2)[C:37]([OH:39])=[O:38])[CH3:35])=[CH:30][CH:29]=1.[N:46]12[CH2:53][CH2:52][CH:49]([CH2:50][CH2:51]1)[C@@H:48](O)[CH2:47]2. The catalyst is C1COCC1. The product is [N:46]12[CH2:53][CH2:52][CH:49]([CH2:50][CH2:51]1)[C@@H:48]([O:38][C:37](=[O:39])[CH:36]([N:34]([C:31]1[CH:32]=[CH:33][C:28]([F:27])=[CH:29][CH:30]=1)[CH3:35])[C:40]1[CH:41]=[CH:42][CH:43]=[CH:44][CH:45]=1)[CH2:47]2. The yield is 0.840. (5) The reactants are C([N:8]1[CH2:31][CH2:30][C:11]2[N:12]=[CH:13][N:14]=[C:15]([O:16][C@H:17]3[CH2:21][CH2:20][N:19]([C:22]([CH:24]4[CH2:29][CH2:28][O:27][CH2:26][CH2:25]4)=[O:23])[CH2:18]3)[C:10]=2[CH2:9]1)C1C=CC=CC=1.C([O-])=O.[NH4+]. The catalyst is CO.[OH-].[OH-].[Pd+2]. The product is [O:27]1[CH2:28][CH2:29][CH:24]([C:22]([N:19]2[CH2:20][CH2:21][C@H:17]([O:16][C:15]3[C:10]4[CH2:9][NH:8][CH2:31][CH2:30][C:11]=4[N:12]=[CH:13][N:14]=3)[CH2:18]2)=[O:23])[CH2:25][CH2:26]1. The yield is 0.950.